Dataset: Full USPTO retrosynthesis dataset with 1.9M reactions from patents (1976-2016). Task: Predict the reactants needed to synthesize the given product. (1) Given the product [C:1]([O:14][CH2:15][I:17])([C:4]([C:7]([C:10]([F:13])([F:12])[F:11])([F:9])[F:8])([F:6])[F:5])([F:3])[F:2], predict the reactants needed to synthesize it. The reactants are: [C:1]([O:14][CH2:15]Cl)([C:4]([C:7]([C:10]([F:13])([F:12])[F:11])([F:9])[F:8])([F:6])[F:5])([F:3])[F:2].[I-:17].[Na+].O. (2) Given the product [Si:1]([O:8][C@H:9]1[C@H:13]2[O:14][CH2:15][C@@H:16]([O:17][C:18]3[N:40]([CH2:41][O:42][CH2:43][CH2:44][Si:45]([CH3:48])([CH3:47])[CH3:46])[C:21]4=[N:22][C:23]([C:27]5[CH:32]=[CH:31][C:30]([C@@H:33]6[CH2:38][CH2:37][C@H:36]([NH:39][C:57](=[O:58])[O:59][CH:60]7[CH2:64][CH2:63][CH2:62][CH2:61]7)[CH2:35][CH2:34]6)=[CH:29][CH:28]=5)=[C:24]([Cl:26])[CH:25]=[C:20]4[N:19]=3)[C@H:12]2[O:11][CH2:10]1)([C:4]([CH3:6])([CH3:7])[CH3:5])([CH3:3])[CH3:2], predict the reactants needed to synthesize it. The reactants are: [Si:1]([O:8][C@H:9]1[C@H:13]2[O:14][CH2:15][C@@H:16]([O:17][C:18]3[N:40]([CH2:41][O:42][CH2:43][CH2:44][Si:45]([CH3:48])([CH3:47])[CH3:46])[C:21]4=[N:22][C:23]([C:27]5[CH:32]=[CH:31][C:30]([C@@H:33]6[CH2:38][CH2:37][C@H:36]([NH2:39])[CH2:35][CH2:34]6)=[CH:29][CH:28]=5)=[C:24]([Cl:26])[CH:25]=[C:20]4[N:19]=3)[C@H:12]2[O:11][CH2:10]1)([C:4]([CH3:7])([CH3:6])[CH3:5])([CH3:3])[CH3:2].C(N(CC)CC)C.Cl[C:57]([O:59][CH:60]1[CH2:64][CH2:63][CH2:62][CH2:61]1)=[O:58].